This data is from Forward reaction prediction with 1.9M reactions from USPTO patents (1976-2016). The task is: Predict the product of the given reaction. (1) Given the reactants C(OC([N:8](C(OC(C)(C)C)=O)[C:9]1[CH:14]=[C:13]([CH2:15][C@H:16]2[C:19](=[O:20])[N:18]([C:21]([NH:23][C@@H:24]([C:26]3[CH:31]=[CH:30][CH:29]=[CH:28][CH:27]=3)[CH3:25])=[O:22])[C@@H:17]2[C:32]([NH:34][S:35]([CH3:38])(=[O:37])=[O:36])=[O:33])[CH:12]=[CH:11][N:10]=1)=O)(C)(C)C.C(O)(C(F)(F)F)=O, predict the reaction product. The product is: [NH2:8][C:9]1[CH:14]=[C:13]([CH2:15][C@H:16]2[C:19](=[O:20])[N:18]([C:21]([NH:23][C@@H:24]([C:26]3[CH:31]=[CH:30][CH:29]=[CH:28][CH:27]=3)[CH3:25])=[O:22])[C@@H:17]2[C:32]([NH:34][S:35]([CH3:38])(=[O:37])=[O:36])=[O:33])[CH:12]=[CH:11][N:10]=1. (2) Given the reactants [F:1][CH2:2][CH2:3][OH:4].C(N(CC)C(C)C)(C)C.O(S(C(F)(F)F)(=O)=O)S(C(F)(F)F)(=O)=O.[F:29][C:30]1[CH:37]=[C:36](O)[CH:35]=[C:34]([F:39])[C:31]=1[CH:32]=[O:33], predict the reaction product. The product is: [F:29][C:30]1[CH:37]=[C:36]([O:4][CH2:3][CH2:2][F:1])[CH:35]=[C:34]([F:39])[C:31]=1[CH:32]=[O:33]. (3) Given the reactants C(OC(NCC[N:11]([C:19]1[CH:24]=[CH:23][C:22]([C:25]2[CH:30]=[CH:29][CH:28]=[CH:27][CH:26]=2)=[CH:21][CH:20]=1)[CH2:12][C:13]1[N:14]([CH3:18])C=NC=1)=O)(C)(C)C.[C:31](O)([C:33](F)(F)F)=O.[CH2:38](Cl)Cl.[CH3:41][N:42]1[CH:46]=[C:45]([S:47](Cl)(=[O:49])=[O:48])[N:44]=[CH:43]1.CCN([CH:57]([CH3:59])[CH3:58])C(C)C.S(Cl)(Cl)(=O)=O, predict the reaction product. The product is: [CH2:18]([N:14]([CH2:13][CH2:12][NH:11][C:19]1[CH:20]=[CH:21][C:22]([C:25]2[CH:26]=[CH:27][CH:28]=[CH:29][CH:30]=2)=[CH:23][CH:24]=1)[S:47]([C:45]1[N:44]=[CH:43][N:42]([CH3:41])[CH:46]=1)(=[O:49])=[O:48])[C:33]1[CH:31]=[CH:58][CH:57]=[CH:59][CH:38]=1. (4) Given the reactants C([O:8][C:9]1[CH:22]=[C:21]2[C:12]([C@@H:13]3[C@@:18]([CH2:23][CH3:24])([CH2:19][CH2:20]2)[CH:17]=[CH:16][C:15](=[O:25])[CH2:14]3)=[CH:11][CH:10]=1)C1C=CC=CC=1, predict the reaction product. The product is: [CH2:23]([C@:18]12[CH2:17][CH2:16][C:15](=[O:25])[CH2:14][C@@H:13]1[C:12]1[C:21](=[CH:22][C:9]([OH:8])=[CH:10][CH:11]=1)[CH2:20][CH2:19]2)[CH3:24]. (5) Given the reactants [NH2:1][C@H:2]1[CH2:7][CH2:6][C@H:5]([N:8]([CH2:32][CH3:33])[C:9]2[C:24]3[CH2:23][CH:22]=[CH:21][CH2:20][CH2:19][C:18]4[CH:25]=[C:26]([CH3:30])[NH:27][C:28](=[O:29])[C:17]=4[CH2:16][NH:15][C:14](=[O:31])[C:13]=3[CH:12]=[CH:11][CH:10]=2)[CH2:4][CH2:3]1.FC(F)(F)S(O[CH2:40][CH:41]([F:43])[F:42])(=O)=O.CCN(C(C)C)C(C)C, predict the reaction product. The product is: [F:42][CH:41]([F:43])[CH2:40][NH:1][C@H:2]1[CH2:7][CH2:6][C@H:5]([N:8]([CH2:32][CH3:33])[C:9]2[C:24]3[CH2:23][CH:22]=[CH:21][CH2:20][CH2:19][C:18]4[CH:25]=[C:26]([CH3:30])[NH:27][C:28](=[O:29])[C:17]=4[CH2:16][NH:15][C:14](=[O:31])[C:13]=3[CH:12]=[CH:11][CH:10]=2)[CH2:4][CH2:3]1. (6) Given the reactants [CH3:1][S:2]([C:5]1[CH:10]=[C:9]([C@@H:11]([NH:15][C:16]([C:18]2[C:19]3[CH:26]=[N:25][N:24]([C:27]4[CH:32]=[CH:31][C:30]([F:33])=[CH:29][CH:28]=4)[C:20]=3[CH:21]=[N:22][CH:23]=2)=[O:17])[CH2:12][CH:13]=[O:14])[CH:8]=[CH:7][N:6]=1)(=[O:4])=[O:3].ClC(Cl)C.C(O[BH-](OC(=O)C)OC(=O)C)(=O)C.[Na+], predict the reaction product. The product is: [OH:14][CH2:13][CH2:12][C@H:11]([NH:15][C:16]([C:18]1[C:19]2[CH:26]=[N:25][N:24]([C:27]3[CH:28]=[CH:29][C:30]([F:33])=[CH:31][CH:32]=3)[C:20]=2[CH:21]=[N:22][CH:23]=1)=[O:17])[C:9]1[CH:8]=[CH:7][N:6]=[C:5]([S:2]([CH3:1])(=[O:3])=[O:4])[CH:10]=1. (7) Given the reactants C[O:2][C:3]1[CH:51]=[CH:50][CH:49]=[CH:48][C:4]=1[CH2:5][N:6]1[CH:10]=[CH:9][C:8]([C:11]2[C:19]3[C:18]([NH:20][C@H:21]([C:23]4[N:28]([C:29]5[CH:34]=[CH:33][CH:32]=[CH:31][CH:30]=5)[C:27](=[O:35])[C:26]5=[C:36]([CH3:39])[CH:37]=[CH:38][N:25]5[N:24]=4)[CH3:22])=[N:17][CH:16]=[N:15][C:14]=3[N:13](COCC[Si](C)(C)C)[CH:12]=2)=[N:7]1.B(Br)(Br)Br.N, predict the reaction product. The product is: [OH:2][C:3]1[CH:51]=[CH:50][CH:49]=[CH:48][C:4]=1[CH2:5][N:6]1[CH:10]=[CH:9][C:8]([C:11]2[C:19]3[C:18]([NH:20][C@H:21]([C:23]4[N:28]([C:29]5[CH:34]=[CH:33][CH:32]=[CH:31][CH:30]=5)[C:27](=[O:35])[C:26]5=[C:36]([CH3:39])[CH:37]=[CH:38][N:25]5[N:24]=4)[CH3:22])=[N:17][CH:16]=[N:15][C:14]=3[NH:13][CH:12]=2)=[N:7]1.